From a dataset of Full USPTO retrosynthesis dataset with 1.9M reactions from patents (1976-2016). Predict the reactants needed to synthesize the given product. (1) Given the product [NH2:1][C:4]1[CH:5]=[C:6]([C:10]2[O:14][C:13]([OH:15])=[N:12][N:11]=2)[CH:7]=[CH:8][CH:9]=1, predict the reactants needed to synthesize it. The reactants are: [N+:1]([C:4]1[CH:5]=[C:6]([C:10]2[O:14][C:13]([OH:15])=[N:12][N:11]=2)[CH:7]=[CH:8][CH:9]=1)([O-])=O.[H][H]. (2) Given the product [Cl:24][CH2:21][C:3]1[C:4]([CH3:9])=[N+:5]([O-:18])[CH:6]=[CH:7][CH:8]=1, predict the reactants needed to synthesize it. The reactants are: OC[C:3]1[C:4]([CH3:9])=[N:5][CH:6]=[CH:7][CH:8]=1.ClC1C=CC=C(C(OO)=[O:18])C=1.[CH:21]([Cl:24])(Cl)Cl. (3) Given the product [CH:5]([O:4][CH2:3][CH2:2][O:7][C:8]1[CH:18]=[CH:17][C:11]([C:12]([OH:14])=[O:13])=[CH:10][CH:9]=1)=[CH2:6], predict the reactants needed to synthesize it. The reactants are: Cl[CH2:2][CH2:3][O:4][CH:5]=[CH2:6].[OH:7][C:8]1[CH:18]=[CH:17][C:11]([C:12]([O:14]CC)=[O:13])=[CH:10][CH:9]=1.[OH-].[K+].O.S([O-])(O)(=O)=O.[Na+]. (4) Given the product [C:33]1([C:5]2[O:6][CH:7]=[C:8]([C:10]([N:12]3[CH2:17][CH2:16][N:15]([C:18]([O:20][C:21]([CH3:24])([CH3:23])[CH3:22])=[O:19])[CH2:14][CH:13]3[CH2:25][O:26][C:27]3[CH:28]=[N:29][CH:30]=[CH:31][CH:32]=3)=[O:11])[N:9]=2)[CH:38]=[CH:37][CH:36]=[CH:35][CH:34]=1, predict the reactants needed to synthesize it. The reactants are: ClCCl.Cl[C:5]1[O:6][CH:7]=[C:8]([C:10]([N:12]2[CH2:17][CH2:16][N:15]([C:18]([O:20][C:21]([CH3:24])([CH3:23])[CH3:22])=[O:19])[CH2:14][CH:13]2[CH2:25][O:26][C:27]2[CH:28]=[N:29][CH:30]=[CH:31][CH:32]=2)=[O:11])[N:9]=1.[C:33]1(B(O)O)[CH:38]=[CH:37][CH:36]=[CH:35][CH:34]=1.C(=O)([O-])[O-].[Na+].[Na+].